This data is from Full USPTO retrosynthesis dataset with 1.9M reactions from patents (1976-2016). The task is: Predict the reactants needed to synthesize the given product. (1) Given the product [F:1][C:2]1[CH:3]=[C:4]2[C:8](=[CH:9][CH:10]=1)[N:7]([CH:32]([CH3:34])[CH3:33])[N:6]=[C:5]2[C:11]([NH:13][C@@H:14]1[CH2:18][N:17]([C:19]([O:21][C:22]([CH3:23])([CH3:24])[CH3:25])=[O:20])[C@H:16]([CH2:26][C:27]([O:29][CH3:30])=[O:28])[CH2:15]1)=[O:12], predict the reactants needed to synthesize it. The reactants are: [F:1][C:2]1[CH:3]=[C:4]2[C:8](=[CH:9][CH:10]=1)[NH:7][N:6]=[C:5]2[C:11]([NH:13][C@@H:14]1[CH2:18][N:17]([C:19]([O:21][C:22]([CH3:25])([CH3:24])[CH3:23])=[O:20])[C@H:16]([CH2:26][C:27]([O:29][CH3:30])=[O:28])[CH2:15]1)=[O:12].I[CH:32]([CH3:34])[CH3:33]. (2) Given the product [CH3:3][C:2]1[O:14][C:13](=[O:15])[C:5]2[C:4]([CH:1]=1)=[CH:12][CH:11]=[C:7]([C:8]([OH:10])=[O:9])[CH:6]=2, predict the reactants needed to synthesize it. The reactants are: [CH2:1]([C:4]1[CH:12]=[CH:11][C:7]([C:8]([OH:10])=[O:9])=[CH:6][C:5]=1[C:13]([OH:15])=[O:14])[CH:2]=[CH2:3].C(=O)([O-])[O-].[Na+].[Na+]. (3) The reactants are: [Cl:1][CH2:2][CH2:3][CH2:4][CH2:5][C:6]1([CH2:16][CH3:17])[C:14]2[C:9](=[CH:10][CH:11]=[CH:12][CH:13]=2)[NH:8][C:7]1=[O:15].[Cl:18][C:19]1[CH:20]=[C:21]([N:26]2[CH2:31][CH2:30][NH:29][CH2:28][CH2:27]2)[CH:22]=[C:23]([Cl:25])[CH:24]=1. Given the product [ClH:1].[Cl:25][C:23]1[CH:22]=[C:21]([N:26]2[CH2:31][CH2:30][N:29]([CH2:2][CH2:3][CH2:4][CH2:5][C:6]3([CH2:16][CH3:17])[C:14]4[C:9](=[CH:10][CH:11]=[CH:12][CH:13]=4)[NH:8][C:7]3=[O:15])[CH2:28][CH2:27]2)[CH:20]=[C:19]([Cl:18])[CH:24]=1, predict the reactants needed to synthesize it.